This data is from Reaction yield outcomes from USPTO patents with 853,638 reactions. The task is: Predict the reaction yield, written as a fraction of the theoretical maximum amount of product (1.0 means a 100% yield; for example, 0.34 means a 34% yield). (1) The reactants are [Cl:1][C:2]1[C:11]2[NH:10][C:9](=[O:12])[C:8]3[S:13][CH:14]=[CH:15][C:7]=3[C:6]=2[C:5]([C:16]2[CH:21]=[CH:20][C:19]([C@H:22]([CH3:32])[CH2:23][NH:24]C(=O)OC(C)(C)C)=[CH:18][CH:17]=2)=[C:4]([O:33]C)[CH:3]=1.BrB(Br)Br. No catalyst specified. The product is [ClH:1].[NH2:24][CH2:23][C@H:22]([C:19]1[CH:18]=[CH:17][C:16]([C:5]2[C:6]3[C:7]4[CH:15]=[CH:14][S:13][C:8]=4[C:9](=[O:12])[NH:10][C:11]=3[C:2]([Cl:1])=[CH:3][C:4]=2[OH:33])=[CH:21][CH:20]=1)[CH3:32]. The yield is 0.460. (2) The yield is 0.810. The reactants are [Cl:1][C:2]1[CH:7]=[C:6]2[CH2:8][O:9][C:10]3[CH:34]=[C:33]4[C:13]([CH2:14][CH2:15][C:16]5[N:20]=[C:19]([CH:21]6[CH2:25][CH2:24][CH2:23][N:22]6[C:26]([O:28][C:29]([CH3:32])([CH3:31])[CH3:30])=[O:27])[NH:18][C:17]=54)=[CH:12][C:11]=3[C:5]2=[CH:4][CH:3]=1. The product is [Cl:1][C:2]1[CH:7]=[C:6]2[CH2:8][O:9][C:10]3[CH:34]=[C:33]4[C:13]([CH:14]=[CH:15][C:16]5[N:20]=[C:19]([CH:21]6[CH2:25][CH2:24][CH2:23][N:22]6[C:26]([O:28][C:29]([CH3:30])([CH3:31])[CH3:32])=[O:27])[NH:18][C:17]=54)=[CH:12][C:11]=3[C:5]2=[CH:4][CH:3]=1. The catalyst is ClCCl.C(OCC)(=O)C.[O-2].[Mn+4].[O-2]. (3) The reactants are [CH2:1]([Sn:5](=[O:10])[CH2:6][CH2:7][CH2:8][CH3:9])[CH2:2][CH2:3][CH3:4].[CH2:11]([OH:15])[CH2:12][CH2:13][CH3:14]. No catalyst specified. The product is [CH2:1]([Sn:5]([CH2:6][CH2:7][CH2:8][CH3:9])([O:15][CH2:11][CH2:12][CH2:13][CH3:14])[O:10][Sn:5]([CH2:6][CH2:7][CH2:8][CH3:9])([CH2:1][CH2:2][CH2:3][CH3:4])[O:15][CH2:11][CH2:12][CH2:13][CH3:14])[CH2:2][CH2:3][CH3:4]. The yield is 0.990. (4) The reactants are Br[C:2]1[N:6]([S:7]([C:10]2[CH:15]=[CH:14][CH:13]=[C:12]([S:16]([CH3:19])(=[O:18])=[O:17])[CH:11]=2)(=[O:9])=[O:8])[CH:5]=[C:4]([CH2:20][N:21]([CH3:29])[C:22](=[O:28])[O:23][C:24]([CH3:27])([CH3:26])[CH3:25])[CH:3]=1.[N:30]1[CH:35]=[CH:34][CH:33]=[C:32](B(O)O)[CH:31]=1.C(=O)([O-])[O-].[Na+].[Na+]. The catalyst is C1C=CC([P]([Pd]([P](C2C=CC=CC=2)(C2C=CC=CC=2)C2C=CC=CC=2)([P](C2C=CC=CC=2)(C2C=CC=CC=2)C2C=CC=CC=2)[P](C2C=CC=CC=2)(C2C=CC=CC=2)C2C=CC=CC=2)(C2C=CC=CC=2)C2C=CC=CC=2)=CC=1. The product is [CH3:19][S:16]([C:12]1[CH:11]=[C:10]([S:7]([N:6]2[C:2]([C:32]3[CH:31]=[N:30][CH:35]=[CH:34][CH:33]=3)=[CH:3][C:4]([CH2:20][N:21]([CH3:29])[C:22](=[O:28])[O:23][C:24]([CH3:27])([CH3:26])[CH3:25])=[CH:5]2)(=[O:9])=[O:8])[CH:15]=[CH:14][CH:13]=1)(=[O:18])=[O:17]. The yield is 0.670. (5) The yield is 0.693. The reactants are Br[C:2]1[CH:3]=[C:4]([N:22]([CH2:29][CH3:30])[CH:23]2[CH2:28][CH2:27][O:26][CH2:25][CH2:24]2)[C:5]([CH3:21])=[C:6]([CH:20]=1)[C:7]([NH:9][CH2:10][C:11]1[C:12](=[O:19])[NH:13][C:14]([CH3:18])=[CH:15][C:16]=1[CH3:17])=[O:8].[CH3:31][C:32]1[CH:33]=[C:34]([CH:37]=[CH:38][C:39]=1B1OC(C)(C)C(C)(C)O1)[CH:35]=[O:36].C([O-])([O-])=O.[Na+].[Na+]. The catalyst is O1CCOCC1.O.C1C=CC([P]([Pd]([P](C2C=CC=CC=2)(C2C=CC=CC=2)C2C=CC=CC=2)([P](C2C=CC=CC=2)(C2C=CC=CC=2)C2C=CC=CC=2)[P](C2C=CC=CC=2)(C2C=CC=CC=2)C2C=CC=CC=2)(C2C=CC=CC=2)C2C=CC=CC=2)=CC=1. The product is [CH3:17][C:16]1[CH:15]=[C:14]([CH3:18])[NH:13][C:12](=[O:19])[C:11]=1[CH2:10][NH:9][C:7]([C:6]1[CH:20]=[C:2]([C:39]2[CH:38]=[CH:37][C:34]([CH:35]=[O:36])=[CH:33][C:32]=2[CH3:31])[CH:3]=[C:4]([N:22]([CH2:29][CH3:30])[CH:23]2[CH2:28][CH2:27][O:26][CH2:25][CH2:24]2)[C:5]=1[CH3:21])=[O:8]. (6) The reactants are [F:1][C:2]1[CH:7]=[CH:6][C:5](N)=[CH:4][C:3]=1[C:9]1[CH:10]=[N:11][CH:12]=[CH:13][CH:14]=1.N([O-])=O.[Na+].[BrH:19]. The catalyst is O1CCOCC1.O.[Cu]Br. The product is [Br:19][C:5]1[CH:6]=[CH:7][C:2]([F:1])=[C:3]([C:9]2[CH:10]=[N:11][CH:12]=[CH:13][CH:14]=2)[CH:4]=1. The yield is 0.640. (7) The reactants are [NH2:1][C:2]1[C:7]([CH2:8][OH:9])=[CH:6][CH:5]=[CH:4][N:3]=1.C1C(=O)N([Br:17])C(=O)C1. The catalyst is C(Cl)Cl. The product is [NH2:1][C:2]1[C:7]([CH2:8][OH:9])=[CH:6][C:5]([Br:17])=[CH:4][N:3]=1. The yield is 0.780. (8) The reactants are [NH2:1][C:2]1[N:11]=[CH:10][C:9]2[CH2:8][CH2:7][C:6]3[C:12]([C:16]([NH:18][C:19]4[C:24]([CH2:25][CH3:26])=[CH:23][CH:22]=[CH:21][C:20]=4[CH2:27][CH3:28])=[O:17])=[N:13][N:14]([CH3:15])[C:5]=3[C:4]=2[N:3]=1.[C:29]([N:36]1[CH2:41][CH2:40][C:39](=O)[CH2:38][CH2:37]1)([O:31][C:32]([CH3:35])([CH3:34])[CH3:33])=[O:30].C(O)(C(F)(F)F)=O.[BH-](OC(C)=O)(OC(C)=O)OC(C)=O.[Na+].[OH-].[Na+]. The catalyst is CN(C)C=O. The product is [CH2:27]([C:20]1[CH:21]=[CH:22][CH:23]=[C:24]([CH2:25][CH3:26])[C:19]=1[NH:18][C:16]([C:12]1[C:6]2[CH2:7][CH2:8][C:9]3[CH:10]=[N:11][C:2]([NH:1][CH:39]4[CH2:40][CH2:41][N:36]([C:29]([O:31][C:32]([CH3:35])([CH3:34])[CH3:33])=[O:30])[CH2:37][CH2:38]4)=[N:3][C:4]=3[C:5]=2[N:14]([CH3:15])[N:13]=1)=[O:17])[CH3:28]. The yield is 0.800. (9) The reactants are [C:1]([O:4][CH2:5][C@@H:6]1[C@@H:11]([O:12][C:13](=[O:15])[CH3:14])[C@H:10]([O:16][C:17](=[O:19])[CH3:18])[C@H:9]([O:20][C:21](=[O:23])[CH3:22])[C@@H:8](OC(=O)C)[O:7]1)(=[O:3])[CH3:2].[CH2:28]([Si](C)(C)C)[CH:29]=[CH2:30].B(F)(F)F.F[B-](F)(F)C#C[Si](C)(C)C.C([O-])(O)=O.[Na+]. The catalyst is CC#N. The product is [C:13]([O:12][C@H:11]1[C@H:10]([O:16][C:17](=[O:19])[CH3:18])[C@H:9]([O:20][C:21](=[O:23])[CH3:22])[CH:8]([CH2:30][CH:29]=[CH2:28])[O:7][C@@H:6]1[CH2:5][O:4][C:1](=[O:3])[CH3:2])(=[O:15])[CH3:14]. The yield is 0.460.